From a dataset of Reaction yield outcomes from USPTO patents with 853,638 reactions. Predict the reaction yield, written as a fraction of the theoretical maximum amount of product (1.0 means a 100% yield; for example, 0.34 means a 34% yield). (1) The reactants are [Cl-].O[NH3+:3].[C:4](=[O:7])([O-])[OH:5].[Na+].CS(C)=O.[CH2:13]([C:17]1[N:18]=[C:19]([CH3:47])[N:20]([CH2:39][C:40]2[CH:45]=[CH:44][C:43]([CH3:46])=[CH:42][N:41]=2)[C:21](=[O:38])[C:22]=1[CH2:23][C:24]1[CH:29]=[CH:28][C:27]([C:30]2[C:31]([C:36]#[N:37])=[CH:32][CH:33]=[CH:34][CH:35]=2)=[CH:26][CH:25]=1)[CH2:14][CH2:15][CH3:16]. The catalyst is C(OCC)(=O)C. The product is [CH2:13]([C:17]1[N:18]=[C:19]([CH3:47])[N:20]([CH2:39][C:40]2[CH:45]=[CH:44][C:43]([CH3:46])=[CH:42][N:41]=2)[C:21](=[O:38])[C:22]=1[CH2:23][C:24]1[CH:25]=[CH:26][C:27]([C:30]2[CH:35]=[CH:34][CH:33]=[CH:32][C:31]=2[C:36]2[NH:3][C:4](=[O:7])[O:5][N:37]=2)=[CH:28][CH:29]=1)[CH2:14][CH2:15][CH3:16]. The yield is 0.630. (2) The reactants are Br[C:2]1[C:3]2[C:4]3[CH:18]=[CH:17][S:16][C:5]=3[C:6](=[O:15])[NH:7][C:8]=2[C:9]([CH3:14])=[CH:10][C:11]=1[O:12][CH3:13].[F:19][C:20]1[CH:25]=[C:24](B2OC(C)(C)C(C)(C)O2)[CH:23]=[CH:22][C:21]=1[C@@H:35]([CH3:45])[CH2:36][NH:37][C:38](=[O:44])[O:39][C:40]([CH3:43])([CH3:42])[CH3:41]. No catalyst specified. The product is [F:19][C:20]1[CH:25]=[C:24]([C:2]2[C:3]3[C:4]4[CH:18]=[CH:17][S:16][C:5]=4[C:6](=[O:15])[NH:7][C:8]=3[C:9]([CH3:14])=[CH:10][C:11]=2[O:12][CH3:13])[CH:23]=[CH:22][C:21]=1[C@@H:35]([CH3:45])[CH2:36][NH:37][C:38](=[O:44])[O:39][C:40]([CH3:42])([CH3:41])[CH3:43]. The yield is 0.340. (3) The reactants are C([O:5][C:6](=[O:46])[C:7]([O:10]/[N:11]=[C:12](/[C:33]1[N:34]=[C:35]([NH:38]C(OC(C)(C)C)=O)[S:36][CH:37]=1)\[C:13]([NH:15][C@H:16]1[C@@H:19]([CH2:20][N:21]2[CH:26]=[CH:25][CH:24]=[CH:23][C:22]2=[O:27])[N:18]([S:28]([OH:31])(=[O:30])=[O:29])[C:17]1=[O:32])=[O:14])([CH3:9])[CH3:8])(C)(C)C.C(O)(C(F)(F)F)=O. The catalyst is C(Cl)Cl. The product is [NH2:38][C:35]1[S:36][CH:37]=[C:33](/[C:12](=[N:11]/[O:10][C:7]([CH3:9])([CH3:8])[C:6]([OH:46])=[O:5])/[C:13](=[O:14])[NH:15][C@H:16]2[C@@H:19]([CH2:20][N:21]3[CH:26]=[CH:25][CH:24]=[CH:23][C:22]3=[O:27])[N:18]([S:28]([OH:31])(=[O:29])=[O:30])[C:17]2=[O:32])[N:34]=1. The yield is 0.190. (4) The reactants are [ClH:1].[CH3:2][N:3]([CH3:26])[CH:4]1[CH2:9][CH2:8][N:7]([C:10](=[O:25])[CH2:11][CH2:12][C:13]2[N:14]([CH2:18][C:19]([O:21][CH2:22][CH2:23][CH3:24])=[O:20])[CH:15]=[CH:16][N:17]=2)[CH2:6][CH2:5]1. The catalyst is C(OCC)C. The product is [ClH:1].[CH3:26][N:3]([CH3:2])[CH:4]1[CH2:9][CH2:8][N:7]([C:10](=[O:25])[CH2:11][CH2:12][C:13]2[N:14]([CH2:18][C:19]([O:21][CH2:22][CH2:23][CH3:24])=[O:20])[CH:15]=[CH:16][N:17]=2)[CH2:6][CH2:5]1. The yield is 0.910. (5) The reactants are [OH:1][C:2]1[CH:10]=[CH:9][CH:8]=[C:7]2[C:3]=1[CH:4]=[C:5]([CH3:11])[NH:6]2.[H-].[Na+].[CH2:14](Br)[C:15]1[CH:20]=[CH:19][CH:18]=[CH:17][CH:16]=1. The catalyst is CN(C=O)C.C(OCC)(=O)C. The product is [CH2:14]([N:6]1[C:7]2[C:3](=[C:2]([O:1][CH2:4][C:3]3[CH:7]=[CH:8][CH:9]=[CH:10][CH:2]=3)[CH:10]=[CH:9][CH:8]=2)[CH:4]=[C:5]1[CH3:11])[C:15]1[CH:20]=[CH:19][CH:18]=[CH:17][CH:16]=1. The yield is 0.720. (6) The reactants are [Cl:1][C:2]1[C:3]([C:36]([F:39])([F:38])[F:37])=[CH:4][C:5]2[N:9]=[C:8]([CH:10]([OH:12])[CH3:11])[N:7]([C:13]3[CH:18]=[CH:17][C:16]([CH2:19][CH2:20][NH:21][C:22]([NH:24][S:25]([C:28]4[CH:33]=[CH:32][C:31]([CH3:34])=[CH:30][CH:29]=4)(=[O:27])=[O:26])=[O:23])=[CH:15][CH:14]=3)[C:6]=2[CH:35]=1. The catalyst is C(Cl)Cl.O=[Mn]=O. The product is [C:10]([C:8]1[N:7]([C:13]2[CH:18]=[CH:17][C:16]([CH2:19][CH2:20][NH:21][C:22]([NH:24][S:25]([C:28]3[CH:33]=[CH:32][C:31]([CH3:34])=[CH:30][CH:29]=3)(=[O:27])=[O:26])=[O:23])=[CH:15][CH:14]=2)[C:6]2[CH:35]=[C:2]([Cl:1])[C:3]([C:36]([F:38])([F:39])[F:37])=[CH:4][C:5]=2[N:9]=1)(=[O:12])[CH3:11]. The yield is 0.880. (7) The reactants are [CH3:1][O:2][C:3]1[CH:8]=[C:7]([N:9]2[CH2:12][C:11]3([N:16]([CH3:17])[CH2:15][CH2:14][CH2:13]3)[CH2:10]2)[C:6]([N+:18]([O-])=O)=[CH:5][C:4]=1[NH:21][C:22]1[N:27]=[C:26]([C:28]2[CH:29]=[N:30][N:31]3[CH:36]=[CH:35][CH:34]=[CH:33][C:32]=23)[CH:25]=[CH:24][N:23]=1.[NH4+].[Cl-].C(O)C. The catalyst is [Fe].O. The product is [CH3:1][O:2][C:3]1[CH:8]=[C:7]([N:9]2[CH2:10][C:11]3([N:16]([CH3:17])[CH2:15][CH2:14][CH2:13]3)[CH2:12]2)[C:6]([NH2:18])=[CH:5][C:4]=1[NH:21][C:22]1[N:27]=[C:26]([C:28]2[CH:29]=[N:30][N:31]3[CH:36]=[CH:35][CH:34]=[CH:33][C:32]=23)[CH:25]=[CH:24][N:23]=1. The yield is 0.890. (8) The reactants are [CH2:1]([N:8]1[CH2:12][CH2:11][C@H:10](OS(C)(=O)=O)[CH2:9]1)[C:2]1[CH:7]=[CH:6][CH:5]=[CH:4][CH:3]=1.C(=O)([O-])O.[Na+].C1(C)C=CC=CC=1.[C:30](#[N:32])C. The catalyst is [C-]#N.C([N+](CCCC)(CCCC)CCCC)CCC. The product is [C:30]([C@@H:10]1[CH2:11][CH2:12][N:8]([CH2:1][C:2]2[CH:7]=[CH:6][CH:5]=[CH:4][CH:3]=2)[CH2:9]1)#[N:32]. The yield is 0.762. (9) The reactants are [Br:1][C:2]1[CH:3]=[C:4]2[C:9](=[CH:10][CH:11]=1)[N:8]=[CH:7][N:6]=[C:5]2[C:12]1[CH:13]=[C:14]([CH:18]=[CH:19][CH:20]=1)[C:15]([OH:17])=O.CN(C(ON1N=NC2C=CC=CC1=2)=[N+](C)C)C.F[P-](F)(F)(F)(F)F.CCN(C(C)C)C(C)C.[N:54]1([C:60](=[O:62])[CH3:61])[CH2:59][CH2:58][NH:57][CH2:56][CH2:55]1. The catalyst is C(Cl)Cl. The product is [Br:1][C:2]1[CH:3]=[C:4]2[C:9](=[CH:10][CH:11]=1)[N:8]=[CH:7][N:6]=[C:5]2[C:12]1[CH:13]=[C:14]([CH:18]=[CH:19][CH:20]=1)[C:15]([N:57]1[CH2:58][CH2:59][N:54]([C:60](=[O:62])[CH3:61])[CH2:55][CH2:56]1)=[O:17]. The yield is 1.00.